Dataset: Full USPTO retrosynthesis dataset with 1.9M reactions from patents (1976-2016). Task: Predict the reactants needed to synthesize the given product. (1) Given the product [Br:1][C:2]1[CH:3]=[C:4]([S:8]([N:11]([C@@H:40]2[CH2:37][CH2:35][N:34]([C:33]#[N:43])[CH2:38]2)[CH3:12])(=[O:10])=[O:9])[CH:5]=[CH:6][CH:7]=1, predict the reactants needed to synthesize it. The reactants are: [Br:1][C:2]1[CH:3]=[C:4]([S:8]([NH:11][C@@H:12]2CCN(C(OC(C)(C)C)=O)C2)(=[O:10])=[O:9])[CH:5]=[CH:6][CH:7]=1.C([O-])([O-])=O.[K+].[K+].BrC.C[CH2:33][N:34]([CH:38]([CH3:40])C)[CH:35]([CH3:37])C.BrC#[N:43]. (2) Given the product [Br:8][CH2:44][CH2:43][C@H:42]([NH:41][C:39]([O:38][C:34]([CH3:37])([CH3:36])[CH3:35])=[O:40])[C:46]([O:48][CH:49]1[CH2:53][CH2:52][CH2:51][CH2:50]1)=[O:47], predict the reactants needed to synthesize it. The reactants are: C1C(=O)N([Br:8])C(=O)C1.C1(P(C2C=CC=CC=2)C2C=CC=CC=2)C=CC=CC=1.N1C=CC=CC=1.[C:34]([O:38][C:39]([NH:41][C@H:42]([C:46]([O:48][CH:49]1[CH2:53][CH2:52][CH2:51][CH2:50]1)=[O:47])[CH2:43][CH2:44]O)=[O:40])([CH3:37])([CH3:36])[CH3:35]. (3) Given the product [Cl:12][C:13]1[CH:18]=[CH:17][C:16]([CH:19]([C:38]2[C:37]3[C:41](=[C:33]([CH2:32][S:29]([CH3:28])(=[O:31])=[O:30])[CH:34]=[CH:35][CH:36]=3)[NH:40][CH:39]=2)[CH:20]2[CH2:22][CH:21]2[C:23]#[N:24])=[C:15]([O:26][CH3:27])[CH:14]=1, predict the reactants needed to synthesize it. The reactants are: [Cl-].[In+3].[Cl-].[Cl-].FC(F)(F)C(O)=O.[Cl:12][C:13]1[CH:18]=[CH:17][C:16]([CH:19](O)[CH:20]2[CH2:22][CH:21]2[C:23]#[N:24])=[C:15]([O:26][CH3:27])[CH:14]=1.[CH3:28][S:29]([CH2:32][C:33]1[CH:34]=[CH:35][CH:36]=[C:37]2[C:41]=1[NH:40][CH:39]=[CH:38]2)(=[O:31])=[O:30].[Cl-].[NH4+]. (4) Given the product [C:3]([C:2]([NH:1][C:46](/[CH:45]=[CH:44]/[C:41]1[CH:42]=[CH:43][C:38]([CH2:37][C:36]2[C:32]([O:31][C@@H:13]3[O:14][C@H:15]([CH2:26][OH:27])[C@@H:16]([OH:22])[C@H:17]([OH:18])[C@H:12]3[OH:11])=[N:33][NH:34][C:35]=2[CH:49]([CH3:51])[CH3:50])=[CH:39][CH:40]=1)=[O:47])([CH3:7])[CH3:6])(=[O:4])[NH2:5], predict the reactants needed to synthesize it. The reactants are: [NH2:1][C:2]([CH3:7])([CH3:6])[C:3]([NH2:5])=[O:4].C([O:11][C@@H:12]1[C@@H:17]([O:18]C(=O)C)[C@H:16]([O:22]C(=O)C)[C@@H:15]([CH2:26][O:27]C(=O)C)[O:14][C@H:13]1[O:31][C:32]1[C:36]([CH2:37][C:38]2[CH:43]=[CH:42][C:41](/[CH:44]=[CH:45]/[C:46](O)=[O:47])=[CH:40][CH:39]=2)=[C:35]([CH:49]([CH3:51])[CH3:50])[NH:34][N:33]=1)(=O)C.C(O[C@@H]1[C@@H](OC(=O)C)[C@H](OC(=O)C)[C@@H](COC(=O)C)O[C@H]1OC1C(CC2C=CC(/C=C/CC(O)=O)=CC=2)=C(C(C)C)NN=1)(=O)C. (5) Given the product [OH:1][C:2]1[CH:3]=[CH:4][C:5]([C:8](=[C:24]2[CH2:29][CH2:28][O:27][CH2:26][CH2:25]2)[C:9]2[CH:14]=[CH:13][C:12](/[CH:15]=[C:16](\[CH3:31])/[C:17]([O:19][C:20]([CH3:23])([CH3:22])[CH3:21])=[O:18])=[CH:11][CH:10]=2)=[CH:6][CH:7]=1, predict the reactants needed to synthesize it. The reactants are: [OH:1][C:2]1[CH:7]=[CH:6][C:5]([C:8](=[C:24]2[CH2:29][CH2:28][O:27][CH2:26][CH2:25]2)[C:9]2[CH:14]=[CH:13][C:12](/[CH:15]=[CH:16]/[C:17]([O:19][C:20]([CH3:23])([CH3:22])[CH3:21])=[O:18])=[CH:11][CH:10]=2)=[CH:4][CH:3]=1.Br[C:31]1C=CC(C(=C2CCOCC2)C2C=CC(O)=CC=2)=CC=1.C(OC(C)(C)C)(=O)C(C)=C.CC1C=CC=CC=1P(C1C=CC=CC=1C)C1C=CC=CC=1C.CCN(CC)CC. (6) The reactants are: [CH3:1][C:2]1[CH:3]=[C:4]([C:9]2[C:10]([C:15]([OH:17])=O)=[CH:11][CH:12]=[CH:13][CH:14]=2)[CH:5]=[CH:6][C:7]=1[CH3:8].[Br:18][C:19]1[CH:20]=[N:21][C:22]([NH:25][C@@H:26]2[CH2:31][CH2:30][CH2:29][NH:28][CH2:27]2)=[N:23][CH:24]=1. Given the product [Br:18][C:19]1[CH:20]=[N:21][C:22]([NH:25][C@@H:26]2[CH2:31][CH2:30][CH2:29][N:28]([C:15]([C:10]3[CH:11]=[CH:12][CH:13]=[CH:14][C:9]=3[C:4]3[CH:5]=[CH:6][C:7]([CH3:8])=[C:2]([CH3:1])[CH:3]=3)=[O:17])[CH2:27]2)=[N:23][CH:24]=1, predict the reactants needed to synthesize it. (7) Given the product [CH3:1][O:2][C:3](=[O:17])[C:4]1[CH:9]=[C:8]([N:10]2[CH2:14][CH2:13][CH2:12][C:11]2=[O:15])[CH:7]=[C:6]([O:16][CH2:24][CH3:25])[CH:5]=1, predict the reactants needed to synthesize it. The reactants are: [CH3:1][O:2][C:3](=[O:17])[C:4]1[CH:9]=[C:8]([N:10]2[CH2:14][CH2:13][CH2:12][C:11]2=[O:15])[CH:7]=[C:6]([OH:16])[CH:5]=1.C([O-])([O-])=O.[K+].[K+].[CH2:24](I)[CH3:25]. (8) The reactants are: CN1CCOCC1.[C:8]([O:12][C:13]([N:15]1[C@H:19]([C:20]2[CH:25]=[CH:24][CH:23]=[CH:22][CH:21]=2)[CH2:18][CH2:17][C@@H:16]1[C:26](O)=[O:27])=[O:14])([CH3:11])([CH3:10])[CH3:9].[BH4-].[Na+]. Given the product [OH:27][CH2:26][C@H:16]1[CH2:17][CH2:18][C@@H:19]([C:20]2[CH:21]=[CH:22][CH:23]=[CH:24][CH:25]=2)[N:15]1[C:13]([O:12][C:8]([CH3:11])([CH3:10])[CH3:9])=[O:14], predict the reactants needed to synthesize it. (9) Given the product [C:41]([O:40][C:38](=[O:39])[N:31]([C@H:32]([C:34](=[O:35])[NH:2][C@@H:3]1[C:9](=[O:10])[N:8]([CH2:11][C:12]2[C:21]3[C:16](=[CH:17][C:18]([Br:22])=[CH:19][CH:20]=3)[CH:15]=[CH:14][C:13]=2[O:23][CH3:24])[C:7]2[CH:25]=[CH:26][C:27]([C:29]#[N:30])=[CH:28][C:6]=2[NH:5][CH2:4]1)[CH3:33])[CH3:37])([CH3:42])([CH3:43])[CH3:44], predict the reactants needed to synthesize it. The reactants are: Cl.[NH2:2][C@@H:3]1[C:9](=[O:10])[N:8]([CH2:11][C:12]2[C:21]3[C:16](=[CH:17][C:18]([Br:22])=[CH:19][CH:20]=3)[CH:15]=[CH:14][C:13]=2[O:23][CH3:24])[C:7]2[CH:25]=[CH:26][C:27]([C:29]#[N:30])=[CH:28][C:6]=2[NH:5][CH2:4]1.[N:31]([C:38]([O:40][C:41]([CH3:44])([CH3:43])[CH3:42])=[O:39])([CH3:37])[C@H:32]([C:34](O)=[O:35])[CH3:33].C1C=CC2N(O)N=NC=2C=1.CCN(C(C)C)C(C)C.CN(C(ON1N=NC2C=CC=CC1=2)=[N+](C)C)C.F[P-](F)(F)(F)(F)F.